This data is from Reaction yield outcomes from USPTO patents with 853,638 reactions. The task is: Predict the reaction yield, written as a fraction of the theoretical maximum amount of product (1.0 means a 100% yield; for example, 0.34 means a 34% yield). (1) The reactants are [NH:1]=[C:2]([C:10]1[N:11]=[CH:12][N:13]2[C:18](=[O:19])[N:17]([CH3:20])[N:16]=[N:15][C:14]=12)[S:3][CH2:4][C:5](=O)[C:6]([OH:8])=O.ClC(OCC(C)C)=O.C(N(CC)CC)C.[CH2:36]([NH2:39])[C:37]#[CH:38]. The catalyst is C1COCC1. The product is [CH3:20][N:17]1[C:18](=[O:19])[N:13]2[CH:12]=[N:11][C:10]([C:2]3[S:3][CH:4]=[C:5]([C:6]([NH:39][CH2:36][C:37]#[CH:38])=[O:8])[N:1]=3)=[C:14]2[N:15]=[N:16]1. The yield is 0.360. (2) The reactants are [Br:1][C:2]1[C:3]([NH:9][CH2:10][CH2:11][CH2:12][NH:13][CH3:14])=[N:4][C:5]([Cl:8])=[N:6][CH:7]=1.[CH:15]1([C:19](Cl)=[O:20])[CH2:18][CH2:17][CH2:16]1.C(N(CC)CC)C. The catalyst is C(Cl)Cl. The product is [Br:1][C:2]1[C:3]([NH:9][CH2:10][CH2:11][CH2:12][N:13]([CH3:14])[C:19]([CH:15]2[CH2:18][CH2:17][CH2:16]2)=[O:20])=[N:4][C:5]([Cl:8])=[N:6][CH:7]=1. The yield is 0.560. (3) The reactants are Br[CH2:2][C:3](=O)[CH2:4][C@@H:5]1[CH2:10][CH2:9][CH2:8][CH2:7][N:6]1[C:11]([O:13][C:14]([CH3:17])([CH3:16])[CH3:15])=[O:12].[F:19][C:20]([F:29])([F:28])[C:21]1[CH:26]=[CH:25][N:24]=[C:23]([NH2:27])[CH:22]=1. The catalyst is CN(C=O)C.[Cl-].[Na+].O. The product is [F:29][C:20]([F:19])([F:28])[C:21]1[CH:26]=[CH:25][N:24]2[CH:2]=[C:3]([CH2:4][C@@H:5]3[CH2:10][CH2:9][CH2:8][CH2:7][N:6]3[C:11]([O:13][C:14]([CH3:17])([CH3:16])[CH3:15])=[O:12])[N:27]=[C:23]2[CH:22]=1. The yield is 0.530. (4) The reactants are C(=O)([O-])[O-].[K+].[K+].[OH:7][C:8]1[CH:35]=[CH:34][C:11]([CH2:12][C:13]2[CH:20]=[C:19]([C@@:21]34[O:28][C@@:25]([CH2:29][OH:30])([CH2:26][O:27]3)[C@@H:24]([OH:31])[C@H:23]([OH:32])[C@H:22]4[OH:33])[CH:18]=[CH:17][C:14]=2[C:15]#[N:16])=[CH:10][CH:9]=1.I[CH2:37][CH3:38]. The catalyst is CC(C)=O.C(OCC)(=O)C. The product is [CH2:37]([O:7][C:8]1[CH:9]=[CH:10][C:11]([CH2:12][C:13]2[CH:20]=[C:19]([C@@:21]34[O:28][C@@:25]([CH2:29][OH:30])([CH2:26][O:27]3)[C@@H:24]([OH:31])[C@H:23]([OH:32])[C@H:22]4[OH:33])[CH:18]=[CH:17][C:14]=2[C:15]#[N:16])=[CH:34][CH:35]=1)[CH3:38]. The yield is 0.260. (5) The reactants are [OH:1][C:2]1[CH:11]=[C:10]2[C:5]([C:6](=[O:12])[CH2:7][CH2:8][O:9]2)=[CH:4][CH:3]=1.[C:13]([O-])([O-])=O.[K+].[K+].CI. The catalyst is O1CCCC1. The product is [CH3:13][O:1][C:2]1[CH:11]=[C:10]2[C:5]([C:6](=[O:12])[CH2:7][CH2:8][O:9]2)=[CH:4][CH:3]=1. The yield is 0.721. (6) The reactants are Br[C:2]1[C:3]([N:25]2[CH2:30][CH2:29][CH2:28][C@@H:27]([NH:31][C:32]([O:34][C:35]([CH3:38])([CH3:37])[CH3:36])=[O:33])[CH2:26]2)=[C:4]2[C:10]([NH:11][C:12](=[O:17])[CH2:13][CH2:14][O:15][CH3:16])=[CH:9][N:8]([C:18]([O:20][C:21]([CH3:24])([CH3:23])[CH3:22])=[O:19])[C:5]2=[N:6][CH:7]=1.[CH:39]1(B(O)O)[CH2:41][CH2:40]1.C1(P(C2CCCCC2)C2CCCCC2)CCCCC1.[O-]P([O-])([O-])=O.[K+].[K+].[K+]. The catalyst is C1(C)C=CC=CC=1.O.CCOC(C)=O.O.C(O[Pd]OC(=O)C)(=O)C.CC#N.O. The product is [C:35]([O:34][C:32]([NH:31][C@@H:27]1[CH2:28][CH2:29][CH2:30][N:25]([C:3]2[C:2]([CH:39]3[CH2:41][CH2:40]3)=[CH:7][N:6]=[C:5]3[N:8]([C:18]([O:20][C:21]([CH3:24])([CH3:22])[CH3:23])=[O:19])[CH:9]=[C:10]([NH:11][C:12](=[O:17])[CH2:13][CH2:14][O:15][CH3:16])[C:4]=23)[CH2:26]1)=[O:33])([CH3:38])([CH3:36])[CH3:37]. The yield is 0.220. (7) The reactants are [Cl:1][C:2]1[CH:10]=[C:9]([C:11]([NH:13][CH:14]([C:16]2[NH:20][C:19]3[CH:21]=[CH:22][C:23]([Cl:25])=[CH:24][C:18]=3[N:17]=2)[CH3:15])=[O:12])[CH:8]=[CH:7][C:3]=1[C:4]([OH:6])=O.CN(C(O[N:34]1N=NC2C=[CH:38][CH:39]=[CH:40][C:35]1=2)=[N+](C)C)C.[B-](F)(F)(F)F.C(N(C(C)C)CC)(C)C.N1CCCC1.ClCl. The catalyst is O1CCCC1.ClCCl.C(O)C. The product is [Cl:25][C:23]1[CH:22]=[CH:21][C:19]2[NH:20][C:16]([CH:14]([NH:13][C:11](=[O:12])[C:9]3[CH:8]=[CH:7][C:3]([C:4]([N:34]4[CH2:35][CH2:40][CH2:39][CH2:38]4)=[O:6])=[C:2]([Cl:1])[CH:10]=3)[CH3:15])=[N:17][C:18]=2[CH:24]=1. The yield is 0.560. (8) The reactants are [CH3:1][O:2][C:3]1[CH:4]=[C:5]2[C:10](=[C:11]([N:13]3[CH2:19][CH2:18][CH2:17][N:16]([CH3:20])[CH2:15][CH2:14]3)[CH:12]=1)[NH:9][C:8]([C:21]([OH:23])=O)=[CH:7][C:6]2=[O:24].C(N(C(C)C)CC)(C)C.CN(C(ON1N=NC2C=CC=CC1=2)=[N+](C)C)C.[B-](F)(F)(F)F.C1C=CC2N(O)N=NC=2C=1.[O:66]1[CH2:71][CH2:70][N:69]([C:72]2[CH:78]=[CH:77][C:75]([NH2:76])=[CH:74][CH:73]=2)[CH2:68][CH2:67]1. The catalyst is CN(C)C=O.CO. The product is [N:69]1([C:72]2[CH:73]=[CH:74][C:75]([NH:76][C:21]([C:8]3[NH:9][C:10]4[C:5]([C:6](=[O:24])[CH:7]=3)=[CH:4][C:3]([O:2][CH3:1])=[CH:12][C:11]=4[N:13]3[CH2:19][CH2:18][CH2:17][N:16]([CH3:20])[CH2:15][CH2:14]3)=[O:23])=[CH:77][CH:78]=2)[CH2:68][CH2:67][O:66][CH2:71][CH2:70]1. The yield is 0.690. (9) The reactants are [C:1]([O:5][C:6]([NH:8][C@@H:9]([C:11]([OH:13])=O)[CH3:10])=[O:7])([CH3:4])([CH3:3])[CH3:2].[NH2:14][CH2:15][C@@H:16]([NH:24][C:25](=[O:34])[O:26][CH2:27][C:28]1[CH:33]=[CH:32][CH:31]=[CH:30][CH:29]=1)[CH2:17][C:18]1[CH:23]=[CH:22][CH:21]=[CH:20][CH:19]=1.CN(C(ON1N=NC2C=CC=CC1=2)=[N+](C)C)C.F[P-](F)(F)(F)(F)F.C(N(CC)CC)C. The catalyst is CN(C=O)C.O. The product is [CH2:27]([O:26][C:25](=[O:34])[NH:24][C@@H:16]([CH2:17][C:18]1[CH:23]=[CH:22][CH:21]=[CH:20][CH:19]=1)[CH2:15][NH:14][C:11](=[O:13])[C@H:9]([NH:8][C:6]([O:5][C:1]([CH3:2])([CH3:3])[CH3:4])=[O:7])[CH3:10])[C:28]1[CH:29]=[CH:30][CH:31]=[CH:32][CH:33]=1. The yield is 0.990. (10) The reactants are [CH:1]1([CH:6]=[CH:7][C:8]#[N:9])[CH2:5][CH2:4][CH2:3][CH2:2]1.C1CCN2C(=NCCC2)CC1.[NH:21]1[CH:25]=[C:24]([C:26]2[C:27]3[CH:34]=[CH:33][N:32]([CH2:35][O:36][CH2:37][CH2:38][Si:39]([CH3:42])([CH3:41])[CH3:40])[C:28]=3[N:29]=[CH:30][N:31]=2)[CH:23]=[N:22]1. The catalyst is C(#N)C.ClCCl. The product is [CH:1]1([CH:6]([N:21]2[CH:25]=[C:24]([C:26]3[C:27]4[CH:34]=[CH:33][N:32]([CH2:35][O:36][CH2:37][CH2:38][Si:39]([CH3:42])([CH3:41])[CH3:40])[C:28]=4[N:29]=[CH:30][N:31]=3)[CH:23]=[N:22]2)[CH2:7][C:8]#[N:9])[CH2:5][CH2:4][CH2:3][CH2:2]1. The yield is 0.977.